This data is from Forward reaction prediction with 1.9M reactions from USPTO patents (1976-2016). The task is: Predict the product of the given reaction. Given the reactants C(CC(O)=O)#N.CN(C(ON1N=NC2C=CC=NC1=2)=[N+](C)C)C.F[P-](F)(F)(F)(F)F.Cl.Cl[C:33]1[CH:70]=[CH:69][C:36]([C:37]([NH:39]C2N(CC3CCCN3)C3C=CC(CN([C@H](C(C)(C)C)C)C(=O)C(F)(F)F)=CC=3N=2)=[O:38])=[CH:35][CH:34]=1.CCN(C(C)C)C(C)C, predict the reaction product. The product is: [C:37]([NH2:39])(=[O:38])[C:36]1[CH:69]=[CH:70][CH:33]=[CH:34][CH:35]=1.